This data is from M1 muscarinic receptor antagonist screen with 61,756 compounds. The task is: Binary Classification. Given a drug SMILES string, predict its activity (active/inactive) in a high-throughput screening assay against a specified biological target. (1) The drug is o1c(C2CC=3Nc4c(N5C(C3C(=O)C2)c2c(C5=O)cccc2)cccc4)ccc1. The result is 0 (inactive). (2) The drug is s1c(NC(=O)C2CCN(CC2)c2nc(cc(n2)C)C)nnc1C. The result is 0 (inactive).